Task: Regression/Classification. Given a drug SMILES string, predict its absorption, distribution, metabolism, or excretion properties. Task type varies by dataset: regression for continuous measurements (e.g., permeability, clearance, half-life) or binary classification for categorical outcomes (e.g., BBB penetration, CYP inhibition). Dataset: rlm.. Dataset: Rat liver microsome stability data (1) The compound is c1ccc(CNc2cc3c(cn2)CN(Cc2cccnc2)CCN3)cc1. The result is 1 (stable in rat liver microsomes). (2) The compound is O=C(N[C@H](c1ccccn1)C1CC1)c1ccc2n[nH]c(-c3ccc(N4[C@H]5CC[C@H]4CC(O)C5)cc3)c2c1. The result is 0 (unstable in rat liver microsomes). (3) The compound is Cc1cc(OCC(=O)NC(c2ccccc2Cl)c2cc(Cl)c3cccnc3c2O)ccc1Cl. The result is 1 (stable in rat liver microsomes). (4) The molecule is COc1ncc(-c2[nH]nc3c2CC(=O)N(c2ccccc2)C3)cn1. The result is 0 (unstable in rat liver microsomes). (5) The drug is CCCNC(=O)c1ccc2c(c1)N=C(C)c1c(C)ccc(C)c1S2. The result is 1 (stable in rat liver microsomes).